From a dataset of Full USPTO retrosynthesis dataset with 1.9M reactions from patents (1976-2016). Predict the reactants needed to synthesize the given product. (1) Given the product [N+:15]([C:18]1[CH:19]=[C:20]2[C:21](=[CH:27][CH:28]=1)[C:22](=[O:23])[N:1]([CH2:2][CH:3]([C:9]1([CH3:14])[O:10][CH2:11][CH2:12][O:13]1)[C:4]([O:6][CH2:7][CH3:8])=[O:5])[C:25]2=[O:24])([O-:17])=[O:16], predict the reactants needed to synthesize it. The reactants are: [NH2:1][CH2:2][CH:3]([C:9]1([CH3:14])[O:13][CH2:12][CH2:11][O:10]1)[C:4]([O:6][CH2:7][CH3:8])=[O:5].[N+:15]([C:18]1[CH:19]=[C:20]2[C:25](=O)[O:24][C:22](=[O:23])[C:21]2=[CH:27][CH:28]=1)([O-:17])=[O:16]. (2) Given the product [C:14]([C:17]1[CH:22]=[CH:21][C:20]([C:23]2[CH:24]=[N:25][C:26]([C:29]([F:32])([F:30])[F:31])=[N:27][CH:28]=2)=[CH:19][C:18]=1[CH2:33][NH:34][C:35]([C@@H:37]1[C@@H:41]([F:42])[CH2:40][CH2:39][N:38]1[C:43]([O:45][C:46]([CH3:49])([CH3:48])[CH3:47])=[O:44])=[O:36])#[N:15], predict the reactants needed to synthesize it. The reactants are: C(OC(C(F)(F)F)=O)(C(F)(F)F)=O.[C:14]([C:17]1[CH:22]=[CH:21][C:20]([C:23]2[CH:24]=[N:25][C:26]([C:29]([F:32])([F:31])[F:30])=[N:27][CH:28]=2)=[CH:19][C:18]=1[CH2:33][NH:34][C:35]([C@@H:37]1[C@@H:41]([F:42])[CH2:40][CH2:39][N:38]1[C:43]([O:45][C:46]([CH3:49])([CH3:48])[CH3:47])=[O:44])=[O:36])(=O)[NH2:15].C(N(CC)CC)C. (3) Given the product [NH2:18][CH:1]([C:15]#[N:16])[C@H:3]1[CH2:8][CH2:7][C@H:6]([CH2:9][C:10]([O:12][CH2:13][CH3:14])=[O:11])[CH2:5][CH2:4]1, predict the reactants needed to synthesize it. The reactants are: [CH:1]([C@H:3]1[CH2:8][CH2:7][C@H:6]([CH2:9][C:10]([O:12][CH2:13][CH3:14])=[O:11])[CH2:5][CH2:4]1)=O.[C-:15]#[N:16].[Na+].[NH4+:18].[OH-].[NH4+].[Cl-]. (4) Given the product [C:24]1([CH3:33])[CH:29]=[CH:28][CH:27]=[C:26]([C:2]2[C:10]3[O:9][C:8]([NH:11][C:12]4[CH:17]=[C:16]([O:18][CH3:19])[C:15]([O:20][CH3:21])=[C:14]([O:22][CH3:23])[CH:13]=4)=[N:7][C:6]=3[CH:5]=[CH:4][CH:3]=2)[CH:25]=1, predict the reactants needed to synthesize it. The reactants are: Br[C:2]1[C:10]2[O:9][C:8]([NH:11][C:12]3[CH:17]=[C:16]([O:18][CH3:19])[C:15]([O:20][CH3:21])=[C:14]([O:22][CH3:23])[CH:13]=3)=[N:7][C:6]=2[CH:5]=[CH:4][CH:3]=1.[C:24]1([CH3:33])[CH:29]=[CH:28][CH:27]=[C:26](B(O)O)[CH:25]=1.C([O-])([O-])=O.[Na+].[Na+]. (5) Given the product [Cl:23][C:24]1[C:25]([F:33])=[C:26]([CH:30]=[CH:31][CH:32]=1)[C:27]([N:8]1[CH2:7][CH2:6][N:5]([C:9]([O:11][C:12]([CH3:15])([CH3:14])[CH3:13])=[O:10])[CH2:4][CH:3]1[CH2:2][OH:1])=[O:28], predict the reactants needed to synthesize it. The reactants are: [OH:1][CH2:2][CH:3]1[NH:8][CH2:7][CH2:6][N:5]([C:9]([O:11][C:12]([CH3:15])([CH3:14])[CH3:13])=[O:10])[CH2:4]1.C(N(CC)CC)C.[Cl:23][C:24]1[C:25]([F:33])=[C:26]([CH:30]=[CH:31][CH:32]=1)[C:27](Cl)=[O:28].O. (6) The reactants are: [CH3:1][C:2]1[C:6]2[CH:7]=[CH:8][C:9]([OH:11])=[CH:10][C:5]=2[O:4][N:3]=1.[CH2:12]1N2CN3CN(C2)CN1C3.Cl.[C:23](O)(=[O:25])C. Given the product [CH3:12][O:11][C:9]1[CH:8]=[CH:7][C:6]2[C:2]([CH3:1])=[N:3][O:4][C:5]=2[C:10]=1[CH:23]=[O:25], predict the reactants needed to synthesize it. (7) Given the product [O:1]([CH2:8][CH2:9][CH2:10][CH2:11][CH2:12][CH2:13][CH2:14][CH2:15][CH2:16][CH2:17][CH2:18][SiH:19]([Cl:21])[Cl:20])[C:2]1[CH:7]=[CH:6][CH:5]=[CH:4][CH:3]=1, predict the reactants needed to synthesize it. The reactants are: [O:1]([CH2:8][CH2:9][CH2:10][CH2:11][CH2:12][CH2:13][CH2:14][CH2:15][CH2:16][CH2:17][CH2:18][Si:19](Cl)([Cl:21])[Cl:20])[C:2]1[CH:7]=[CH:6][CH:5]=[CH:4][CH:3]=1.C[SiH](Cl)Cl. (8) Given the product [OH:17][CH:18]1[CH:23]([C:24]2[CH:25]=[CH:26][C:27]([C:38]([O:40][CH3:41])=[O:39])=[CH:28][CH:29]=2)[CH2:22][CH2:21][N:20]([C:38]([O:40][CH2:41][C:8]2[CH:9]=[CH:10][CH:11]=[CH:12][CH:13]=2)=[O:39])[CH2:19]1, predict the reactants needed to synthesize it. The reactants are: [C:8]1(P(CCC)[C:8]2[CH:13]=[CH:12][CH:11]=[CH:10][CH:9]=2)[CH:13]=[CH:12][CH:11]=[CH:10][CH:9]=1.[OH:17][CH:18]1[CH:23]([C:24]2[CH:29]=[CH:28][C:27](OS(C(F)(F)F)(=O)=O)=[CH:26][CH:25]=2)[CH2:22][CH2:21][N:20]([C:38]([O:40][CH2:41]C2C=CC=CC=2)=[O:39])[CH2:19]1.C(N(CC)CC)C.[C]=O. (9) Given the product [F:51][C:50]([F:53])([F:52])[C:48]([OH:54])=[O:49].[NH2:16][C@H:14]1[CH2:15][C@@H:11]([N:8]2[CH:7]=[N:6][C:5]3[C:9]2=[N:10][C:2]([Cl:1])=[N:3][C:4]=3[NH:33][CH2:34][CH:35]([C:42]2[CH:43]=[CH:44][CH:45]=[CH:46][CH:47]=2)[C:36]2[CH:41]=[CH:40][CH:39]=[CH:38][CH:37]=2)[C@H:12]([OH:32])[C@@H:13]1[OH:31], predict the reactants needed to synthesize it. The reactants are: [Cl:1][C:2]1[N:10]=[C:9]2[C:5]([N:6]=[CH:7][N:8]2[C@@H:11]2[CH2:15][C@H:14]([N:16](C(OC(C)(C)C)=O)C(OC(C)(C)C)=O)[C@@H:13]([OH:31])[C@H:12]2[OH:32])=[C:4]([NH:33][CH2:34][CH:35]([C:42]2[CH:47]=[CH:46][CH:45]=[CH:44][CH:43]=2)[C:36]2[CH:41]=[CH:40][CH:39]=[CH:38][CH:37]=2)[N:3]=1.[C:48]([OH:54])([C:50]([F:53])([F:52])[F:51])=[O:49]. (10) The reactants are: Cl[C:2]1[N:9]=[C:8]([C:10]2[CH:15]=[CH:14][CH:13]=[C:12]([C:16]([F:19])([F:18])[F:17])[CH:11]=2)[CH:7]=[CH:6][C:3]=1[CH:4]=[O:5].[Cl:20][C:21]1[CH:26]=[CH:25][CH:24]=[CH:23][C:22]=1[OH:27]. Given the product [Cl:20][C:21]1[CH:26]=[CH:25][CH:24]=[CH:23][C:22]=1[O:27][C:2]1[N:9]=[C:8]([C:10]2[CH:15]=[CH:14][CH:13]=[C:12]([C:16]([F:19])([F:18])[F:17])[CH:11]=2)[CH:7]=[CH:6][C:3]=1[CH:4]=[O:5], predict the reactants needed to synthesize it.